Regression. Given a peptide amino acid sequence and an MHC pseudo amino acid sequence, predict their binding affinity value. This is MHC class II binding data. From a dataset of Peptide-MHC class II binding affinity with 134,281 pairs from IEDB. (1) The peptide sequence is PFAATANPWASQRF. The MHC is DRB3_0202 with pseudo-sequence DRB3_0202. The binding affinity (normalized) is 0.393. (2) The peptide sequence is DILLRMSKMQLGSSS. The MHC is DRB1_1302 with pseudo-sequence DRB1_1302. The binding affinity (normalized) is 0.265. (3) The MHC is DRB1_1101 with pseudo-sequence DRB1_1101. The binding affinity (normalized) is 0.697. The peptide sequence is AAAKVLHHMVKISGG. (4) The peptide sequence is QVPLVQQQQYLGQQQP. The MHC is DRB1_1501 with pseudo-sequence DRB1_1501. The binding affinity (normalized) is 0.260.